From a dataset of Reaction yield outcomes from USPTO patents with 853,638 reactions. Predict the reaction yield, written as a fraction of the theoretical maximum amount of product (1.0 means a 100% yield; for example, 0.34 means a 34% yield). (1) The reactants are [CH:1]1([C:4]2[C:9](=O)[N:8]3[N:11]=[CH:12][CH:13]=[C:7]3[NH:6][C:5]=2[CH3:14])[CH2:3][CH2:2]1.O=P(Cl)(Cl)[Cl:17]. No catalyst specified. The product is [Cl:17][C:9]1[N:8]2[N:11]=[CH:12][CH:13]=[C:7]2[N:6]=[C:5]([CH3:14])[C:4]=1[CH:1]1[CH2:3][CH2:2]1. The yield is 0.440. (2) The reactants are [CH3:1][O:2][C:3]1[CH:4]=[C:5]2[C:10](=[CH:11][C:12]=1[O:13][CH3:14])[N:9]=[CH:8][CH:7]=[C:6]2[O:15][C:16]1[CH:22]=[CH:21][C:19]([NH2:20])=[CH:18][CH:17]=1.C(O)C.[CH3:26][C:27]1[CH:28]=[C:29]([C:33]([N:35]=[C:36]=[S:37])=[O:34])[CH:30]=[CH:31][CH:32]=1. The catalyst is C1(C)C=CC=CC=1. The product is [CH3:1][O:2][C:3]1[CH:4]=[C:5]2[C:10](=[CH:11][C:12]=1[O:13][CH3:14])[N:9]=[CH:8][CH:7]=[C:6]2[O:15][C:16]1[CH:22]=[CH:21][C:19]([NH:20][C:36]([NH:35][C:33](=[O:34])[C:29]2[CH:30]=[CH:31][CH:32]=[C:27]([CH3:26])[CH:28]=2)=[S:37])=[CH:18][CH:17]=1. The yield is 0.960. (3) The reactants are [N+:1]([C:4]1[CH:5]=[C:6]2[C:11](=[CH:12][CH:13]=1)[N:10]=[C:9]([OH:14])[CH:8]=[CH:7]2)([O-])=O. The catalyst is CCO.O=[Pt]=O. The product is [NH2:1][C:4]1[CH:5]=[C:6]2[C:11](=[CH:12][CH:13]=1)[NH:10][C:9](=[O:14])[CH:8]=[CH:7]2. The yield is 0.920. (4) The reactants are [CH2:1]([O:3][C:4]1[C:8]([CH2:9][CH2:10][CH2:11][OH:12])=[CH:7][N:6]([C:13]2[CH:18]=[CH:17][C:16]([C:19]([F:22])([F:21])[F:20])=[CH:15][N:14]=2)[N:5]=1)[CH3:2].O[C:24]1[CH:28]=[C:27]([CH2:29][CH2:30][C:31]([O:33]CC)=[O:32])[N:26]([C:36]2[CH:41]=[CH:40][CH:39]=[CH:38][CH:37]=2)[N:25]=1.C(P(CCCC)CCCC)CCC.N(C(N1CCCCC1)=O)=NC(N1CCCCC1)=O. The catalyst is O1CCCC1. The product is [CH2:1]([O:3][C:4]1[C:8]([CH2:9][CH2:10][CH2:11][O:12][C:24]2[CH:28]=[C:27]([CH2:29][CH2:30][C:31]([OH:33])=[O:32])[N:26]([C:36]3[CH:41]=[CH:40][CH:39]=[CH:38][CH:37]=3)[N:25]=2)=[CH:7][N:6]([C:13]2[CH:18]=[CH:17][C:16]([C:19]([F:21])([F:20])[F:22])=[CH:15][N:14]=2)[N:5]=1)[CH3:2]. The yield is 0.550.